From a dataset of Retrosynthesis with 50K atom-mapped reactions and 10 reaction types from USPTO. Predict the reactants needed to synthesize the given product. (1) Given the product COc1cccc2ncn(COC(=O)C(C)(C)C)c(=O)c12, predict the reactants needed to synthesize it. The reactants are: CC(C)(C)C(=O)OCCl.COc1cccc2nc[nH]c(=O)c12. (2) Given the product CC(=O)OC(C(=O)O)C1CC1, predict the reactants needed to synthesize it. The reactants are: CC(=O)OC(C(=O)OCc1ccccc1)C1CC1. (3) Given the product O=C(O)CC1Nc2ccc(C(=O)NCc3ncc[nH]3)cc2CN(CCc2ccccc2)C1=O, predict the reactants needed to synthesize it. The reactants are: COC(=O)CC1Nc2ccc(C(=O)NCc3ncc[nH]3)cc2CN(CCc2ccccc2)C1=O. (4) Given the product FC(F)Oc1ccc(Br)cc1C[C@@H]1CNCCO1, predict the reactants needed to synthesize it. The reactants are: CC(C)(C)OC(=O)N1CCO[C@H](Cc2cc(Br)ccc2OC(F)F)C1. (5) Given the product Cn1c2c(c(=O)n1Cc1cn(C(c3ccccc3)(c3ccccc3)c3ccccc3)nc1C(F)(F)F)[C@@H]1CC[C@@]2(C)C1(C)C, predict the reactants needed to synthesize it. The reactants are: Cn1[nH]c(=O)c2c1[C@@]1(C)CC[C@@H]2C1(C)C.FC(F)(F)c1nn(C(c2ccccc2)(c2ccccc2)c2ccccc2)cc1CBr.